From a dataset of Reaction yield outcomes from USPTO patents with 853,638 reactions. Predict the reaction yield, written as a fraction of the theoretical maximum amount of product (1.0 means a 100% yield; for example, 0.34 means a 34% yield). (1) The reactants are Br[C:2]1[CH:3]=[C:4]([NH:10][C:11]2[CH:16]=[CH:15][C:14]([N:17]3[CH2:22][CH2:21][N:20]([CH3:23])[CH2:19][CH2:18]3)=[CH:13][N:12]=2)[C:5](=[O:9])[N:6]([CH3:8])[CH:7]=1.[B:24]1([B:24]2[O:28][C:27]([CH3:30])([CH3:29])[C:26]([CH3:32])([CH3:31])[O:25]2)[O:28][C:27]([CH3:30])([CH3:29])[C:26]([CH3:32])([CH3:31])[O:25]1.C([O-])(=O)C.[K+]. The catalyst is C1C=CC(P(C2C=CC=CC=2)[C-]2C=CC=C2)=CC=1.C1C=CC(P(C2C=CC=CC=2)[C-]2C=CC=C2)=CC=1.Cl[Pd]Cl.[Fe+2].C(Cl)Cl.O1CCOCC1. The product is [CH3:8][N:6]1[CH:7]=[C:2]([B:24]2[O:28][C:27]([CH3:30])([CH3:29])[C:26]([CH3:32])([CH3:31])[O:25]2)[CH:3]=[C:4]([NH:10][C:11]2[CH:16]=[CH:15][C:14]([N:17]3[CH2:22][CH2:21][N:20]([CH3:23])[CH2:19][CH2:18]3)=[CH:13][N:12]=2)[C:5]1=[O:9]. The yield is 0.270. (2) The reactants are [N+:1]([C:4]1[CH:9]=[CH:8][C:7]([O:10][C:11]2[CH:16]=[CH:15][CH:14]=[CH:13][CH:12]=2)=[CH:6][CH:5]=1)([O-:3])=[O:2].C(=O)([O-])[O-].[K+].[K+].C(O)(=O)C(C)(C)C.[OH-].[Na+]. The catalyst is O.C(OCC)(=O)C.C([O-])(=O)C.[Pd+2].C([O-])(=O)C. The product is [N+:1]([C:4]1[CH:5]=[CH:6][C:7]2[O:10][C:11]3[CH:16]=[CH:15][CH:14]=[CH:13][C:12]=3[C:8]=2[CH:9]=1)([O-:3])=[O:2]. The yield is 0.630. (3) The reactants are [C:1]([O:5][C@@H:6]([C:12]1[C:38]([CH3:39])=[N:37][C:36]2=[CH:40][C:33]3=[N:34][N:35]2[C:13]=1[N:14]1[CH2:46][CH2:45][C:17]([CH3:47])([O:18][CH2:19][CH2:20][CH2:21][CH2:22][CH2:23][C:24]2[CH:25]=[C:26]([F:44])[CH:27]=[CH:28][C:29]=2[CH2:30][N:31]([CH:41]2[CH2:43][CH2:42]2)[CH2:32]3)[CH2:16][CH2:15]1)[C:7]([O:9]CC)=[O:8])([CH3:4])([CH3:3])[CH3:2].[OH-].[Na+]. The catalyst is CCO. The product is [C:1]([O:5][C@@H:6]([C:12]1[C:38]([CH3:39])=[N:37][C:36]2=[CH:40][C:33]3=[N:34][N:35]2[C:13]=1[N:14]1[CH2:15][CH2:16][C:17]([CH3:47])([O:18][CH2:19][CH2:20][CH2:21][CH2:22][CH2:23][C:24]2[CH:25]=[C:26]([F:44])[CH:27]=[CH:28][C:29]=2[CH2:30][N:31]([CH:41]2[CH2:43][CH2:42]2)[CH2:32]3)[CH2:45][CH2:46]1)[C:7]([OH:9])=[O:8])([CH3:4])([CH3:2])[CH3:3]. The yield is 0.737. (4) The reactants are FC(F)(F)C1C=C(NC(=O)NC2C=CC(C3SC(CCC(OC)=O)=NC=3)=CC=2)C=CC=1.[NH2:32][C:33]1[CH:38]=[CH:37][C:36]([C:39]2[S:43][C:42]([CH2:44][CH2:45][CH2:46][C:47]([O:49][CH3:50])=[O:48])=[N:41][CH:40]=2)=[CH:35][CH:34]=1.[N:51]([C:54]1[CH:59]=[CH:58][C:57]([CH3:60])=[C:56]([CH3:61])[CH:55]=1)=[C:52]=[O:53]. No catalyst specified. The product is [CH3:61][C:56]1[CH:55]=[C:54]([NH:51][C:52](=[O:53])[NH:32][C:33]2[CH:34]=[CH:35][C:36]([C:39]3[S:43][C:42]([CH2:44][CH2:45][CH2:46][C:47]([O:49][CH3:50])=[O:48])=[N:41][CH:40]=3)=[CH:37][CH:38]=2)[CH:59]=[CH:58][C:57]=1[CH3:60]. The yield is 0.820.